Dataset: Catalyst prediction with 721,799 reactions and 888 catalyst types from USPTO. Task: Predict which catalyst facilitates the given reaction. Reactant: [H-].[Na+].[CH2:3]([OH:10])[C:4]1[CH:9]=[CH:8][CH:7]=[CH:6][CH:5]=1.[Cl:11][C:12]1[CH:17]=[C:16]([N+]([O-])=O)[CH:15]=[CH:14][N:13]=1. Product: [CH2:3]([O:10][C:16]1[CH:15]=[CH:14][N:13]=[C:12]([Cl:11])[CH:17]=1)[C:4]1[CH:9]=[CH:8][CH:7]=[CH:6][CH:5]=1. The catalyst class is: 20.